Dataset: Full USPTO retrosynthesis dataset with 1.9M reactions from patents (1976-2016). Task: Predict the reactants needed to synthesize the given product. (1) The reactants are: C(C1C(F)=CC(O)=C(C=1)C(NCC1C=CC=C([N+]([O-])=O)C=1)=O)#N.C([O:26][C:27](=[O:52])[CH2:28][O:29][C:30]1[CH:35]=[C:34]([F:36])[C:33]([C:37]#[N:38])=[CH:32][C:31]=1[C:39](=[O:51])[NH:40][CH2:41][C:42]1[CH:47]=[CH:46][CH:45]=[C:44]([N+:48]([O-:50])=[O:49])[CH:43]=1)C.CO. Given the product [C:37]([C:33]1[C:34]([F:36])=[CH:35][C:30]([O:29][CH2:28][C:27]([OH:52])=[O:26])=[C:31]([C:39](=[O:51])[NH:40][CH2:41][C:42]2[CH:47]=[CH:46][CH:45]=[C:44]([N+:48]([O-:50])=[O:49])[CH:43]=2)[CH:32]=1)#[N:38], predict the reactants needed to synthesize it. (2) Given the product [NH2:25][C:19]1([CH2:18][NH:17][C:2]2[CH:7]=[CH:6][C:5]([S:8]([NH2:11])(=[O:10])=[O:9])=[CH:4][C:3]=2[N+:12]([O-:14])=[O:13])[CH2:24][CH2:23][O:22][CH2:21][CH2:20]1, predict the reactants needed to synthesize it. The reactants are: Cl[C:2]1[CH:7]=[CH:6][C:5]([S:8]([NH2:11])(=[O:10])=[O:9])=[CH:4][C:3]=1[N+:12]([O-:14])=[O:13].Cl.Cl.[NH2:17][CH2:18][C:19]1([NH2:25])[CH2:24][CH2:23][O:22][CH2:21][CH2:20]1.C(N(CC)CC)C. (3) The reactants are: ON1C(=O)CCC1=O.C1(N=C=NC2CCCCC2)CCCCC1.[Br:24][C:25]1[CH:26]=[C:27]([CH:31]=[CH:32][C:33]=1[Br:34])[C:28]([OH:30])=O.[NH2:35][CH2:36][CH2:37][CH2:38][CH2:39][CH2:40][C:41]([OH:43])=[O:42].C(N(CC)C(C)C)(C)C. Given the product [Br:24][C:25]1[CH:26]=[C:27]([CH:31]=[CH:32][C:33]=1[Br:34])[C:28]([NH:35][CH2:36][CH2:37][CH2:38][CH2:39][CH2:40][C:41]([OH:43])=[O:42])=[O:30], predict the reactants needed to synthesize it. (4) Given the product [C:29]([O:28][C:26]([NH:25][CH:15]1[C:14](=[O:33])[N:13]2[CH:9]([CH2:10][CH:11]([O:34][C:35]3[C:44]4[C:39](=[CH:40][CH:41]=[CH:42][CH:43]=4)[CH:38]=[CH:37][N:36]=3)[CH2:12]2)[C:8](=[O:45])[NH:7][C:6]2([C:4]([OH:5])=[O:3])[CH:23]([CH2:24]2)[CH:22]=[CH:21][CH2:20][CH2:19][CH2:18][CH2:17][CH2:16]1)=[O:27])([CH3:32])([CH3:30])[CH3:31], predict the reactants needed to synthesize it. The reactants are: C([O:3][C:4]([C:6]12[CH2:24][CH:23]1[CH:22]=[CH:21][CH2:20][CH2:19][CH2:18][CH2:17][CH2:16][CH:15]([NH:25][C:26]([O:28][C:29]([CH3:32])([CH3:31])[CH3:30])=[O:27])[C:14](=[O:33])[N:13]1[CH:9]([CH2:10][CH:11]([O:34][C:35]3[C:44]4[C:39](=[CH:40][CH:41]=[CH:42][CH:43]=4)[CH:38]=[CH:37][N:36]=3)[CH2:12]1)[C:8](=[O:45])[NH:7]2)=[O:5])C.C1COCC1.CO.O.[OH-].[Li+].